Dataset: NCI-60 drug combinations with 297,098 pairs across 59 cell lines. Task: Regression. Given two drug SMILES strings and cell line genomic features, predict the synergy score measuring deviation from expected non-interaction effect. (1) Drug 1: CS(=O)(=O)C1=CC(=C(C=C1)C(=O)NC2=CC(=C(C=C2)Cl)C3=CC=CC=N3)Cl. Drug 2: C1CCN(CC1)CCOC2=CC=C(C=C2)C(=O)C3=C(SC4=C3C=CC(=C4)O)C5=CC=C(C=C5)O. Cell line: 786-0. Synergy scores: CSS=11.1, Synergy_ZIP=-3.01, Synergy_Bliss=5.22, Synergy_Loewe=4.92, Synergy_HSA=5.10. (2) Drug 1: CN(C)N=NC1=C(NC=N1)C(=O)N. Drug 2: C#CCC(CC1=CN=C2C(=N1)C(=NC(=N2)N)N)C3=CC=C(C=C3)C(=O)NC(CCC(=O)O)C(=O)O. Cell line: KM12. Synergy scores: CSS=3.28, Synergy_ZIP=-5.31, Synergy_Bliss=-7.00, Synergy_Loewe=-5.60, Synergy_HSA=-5.60. (3) Drug 1: C1CC(=O)NC(=O)C1N2CC3=C(C2=O)C=CC=C3N. Drug 2: CC1=CC=C(C=C1)C2=CC(=NN2C3=CC=C(C=C3)S(=O)(=O)N)C(F)(F)F. Cell line: SF-268. Synergy scores: CSS=8.77, Synergy_ZIP=4.46, Synergy_Bliss=1.65, Synergy_Loewe=3.57, Synergy_HSA=2.34.